Dataset: Forward reaction prediction with 1.9M reactions from USPTO patents (1976-2016). Task: Predict the product of the given reaction. (1) The product is: [CH3:11][O:12][C:13]1[CH:20]=[CH:19][C:16]([CH2:17][NH:18][S:7]([C:5]2[N:4]=[CH:3][N:2]([CH3:1])[CH:6]=2)(=[O:9])=[O:8])=[CH:15][CH:14]=1. Given the reactants [CH3:1][N:2]1[CH:6]=[C:5]([S:7](Cl)(=[O:9])=[O:8])[N:4]=[CH:3]1.[CH3:11][O:12][C:13]1[CH:20]=[CH:19][C:16]([CH2:17][NH2:18])=[CH:15][CH:14]=1.CCN(CC)CC, predict the reaction product. (2) Given the reactants [Br:1][C:2]1[S:6][C:5]([NH2:7])=[N:4][CH:3]=1.[C:8](OC(=O)C)(=[O:10])[CH3:9], predict the reaction product. The product is: [Br:1][C:2]1[S:6][C:5]([NH:7][C:8](=[O:10])[CH3:9])=[N:4][CH:3]=1.